This data is from Peptide-MHC class I binding affinity with 185,985 pairs from IEDB/IMGT. The task is: Regression. Given a peptide amino acid sequence and an MHC pseudo amino acid sequence, predict their binding affinity value. This is MHC class I binding data. (1) The peptide sequence is YRYGFVANF. The MHC is HLA-A68:02 with pseudo-sequence HLA-A68:02. The binding affinity (normalized) is 0.0847. (2) The peptide sequence is MDVNPTLLF. The MHC is HLA-B40:01 with pseudo-sequence HLA-B40:01. The binding affinity (normalized) is 0. (3) The peptide sequence is IVRTMPNESR. The MHC is HLA-A33:01 with pseudo-sequence HLA-A33:01. The binding affinity (normalized) is 0.142. (4) The peptide sequence is YLLLTTNGT. The MHC is HLA-B15:01 with pseudo-sequence HLA-B15:01. The binding affinity (normalized) is 0.213. (5) The peptide sequence is NRRFVNVVP. The MHC is HLA-A03:01 with pseudo-sequence HLA-A03:01. The binding affinity (normalized) is 0.0847. (6) The peptide sequence is TIKRRIRQL. The binding affinity (normalized) is 0.0847. The MHC is HLA-A69:01 with pseudo-sequence HLA-A69:01. (7) The peptide sequence is FSDVSHWWQ. The MHC is HLA-A31:01 with pseudo-sequence HLA-A31:01. The binding affinity (normalized) is 0.0847.